Dataset: Reaction yield outcomes from USPTO patents with 853,638 reactions. Task: Predict the reaction yield, written as a fraction of the theoretical maximum amount of product (1.0 means a 100% yield; for example, 0.34 means a 34% yield). (1) The reactants are O=[C:2]([C:6]1([C:9]([F:12])([F:11])[F:10])[CH2:8][CH2:7]1)[CH2:3][C:4]#[N:5].[OH-].[Na+].Cl.[C:16]1([NH:22][NH2:23])[CH:21]=[CH:20][CH:19]=[CH:18][CH:17]=1. The catalyst is CCO.O. The product is [C:16]1([N:22]2[C:4]([NH2:5])=[CH:3][C:2]([C:6]3([C:9]([F:10])([F:11])[F:12])[CH2:8][CH2:7]3)=[N:23]2)[CH:21]=[CH:20][CH:19]=[CH:18][CH:17]=1. The yield is 0.430. (2) The reactants are Cl[C:2]1[C:7]([C:8]#[N:9])=[CH:6][C:5]([C:10]2[C:19]3[C:14](=[CH:15][C:16]([S:20]([NH:23][C:24]4[S:28][N:27]=[CH:26][N:25]=4)(=[O:22])=[O:21])=[CH:17][CH:18]=3)[CH:13]=[CH:12][N:11]=2)=[C:4]([O:29][CH3:30])[CH:3]=1.[F:31][C:32]1[CH:33]=[C:34](B(O)O)[CH:35]=[CH:36][CH:37]=1.P([O-])([O-])([O-])=O.[K+].[K+].[K+]. The catalyst is C1(P(C2CCCCC2)C2C=CC=CC=2C2C(OC)=CC=CC=2OC)CCCCC1. The product is [C:8]([C:7]1[CH:6]=[C:5]([C:10]2[C:19]3[C:14](=[CH:15][C:16]([S:20]([NH:23][C:24]4[S:28][N:27]=[CH:26][N:25]=4)(=[O:21])=[O:22])=[CH:17][CH:18]=3)[CH:13]=[CH:12][N:11]=2)[C:4]([O:29][CH3:30])=[CH:3][C:2]=1[C:36]1[CH:35]=[CH:34][CH:33]=[C:32]([F:31])[CH:37]=1)#[N:9]. The yield is 0.760. (3) The reactants are C[O:2][C:3]([C:5]1[CH:10]=[CH:9][C:8]([C:11]2[CH:16]=[CH:15][C:14]([F:17])=[CH:13][C:12]=2[F:18])=[CH:7][CH:6]=1)=[O:4].[OH-].[Na+].Cl. The catalyst is O1CCOCC1. The product is [F:18][C:12]1[CH:13]=[C:14]([F:17])[CH:15]=[CH:16][C:11]=1[C:8]1[CH:9]=[CH:10][C:5]([C:3]([OH:4])=[O:2])=[CH:6][CH:7]=1. The yield is 0.247. (4) The reactants are C([Si](C)(C)[O:6][CH:7]([C:32]([CH3:35])([CH3:34])[CH3:33])[CH2:8][O:9][C:10]1[CH:15]=[CH:14][C:13]([C:16]([C:21]2[S:25][C:24]([S:26]([NH2:29])(=[O:28])=[O:27])=[C:23]([CH3:30])[CH:22]=2)([CH2:19][CH3:20])[CH2:17][CH3:18])=[CH:12][C:11]=1[CH3:31])(C)(C)C.[C:38](O)(=[O:41])[CH2:39][CH3:40]. No catalyst specified. The product is [C:38]([NH:29][S:26]([C:24]1[S:25][C:21]([C:16]([CH2:19][CH3:20])([C:13]2[CH:14]=[CH:15][C:10]([O:9][CH2:8][CH:7]([OH:6])[C:32]([CH3:35])([CH3:34])[CH3:33])=[C:11]([CH3:31])[CH:12]=2)[CH2:17][CH3:18])=[CH:22][C:23]=1[CH3:30])(=[O:28])=[O:27])(=[O:41])[CH2:39][CH3:40]. The yield is 0.660. (5) The reactants are [Li][C:2]#[C:3][Si](C)(C)C.[O:8]=[C:9]1[CH2:14][CH2:13][N:12]([C:15]2[CH:20]=[CH:19][C:18]([N:21]3[CH2:25][C@H:24]([CH2:26][NH:27][C:28](=[O:30])[CH3:29])[O:23][C:22]3=[O:31])=[CH:17][C:16]=2[F:32])[CH2:11][CH2:10]1.[Cl-].[NH4+].[C:35](=O)([O-])[O-].[K+].[K+]. The catalyst is O1CCCC1. The product is [CH2:35]([C:9]1([OH:8])[CH2:10][CH2:11][N:12]([C:15]2[CH:20]=[CH:19][C:18]([N:21]3[CH2:25][C@H:24]([CH2:26][NH:27][C:28](=[O:30])[CH3:29])[O:23][C:22]3=[O:31])=[CH:17][C:16]=2[F:32])[CH2:13][CH2:14]1)[C:2]#[CH:3]. The yield is 0.190. (6) The reactants are [F:1][C:2]1[CH:11]=[C:10]2[C:5]([CH:6]=[C:7]([C@@H:22]([NH:24]C(=O)OC(C)(C)C)[CH3:23])[C:8]([C:12]3[CH:17]=[CH:16][CH:15]=[CH:14][C:13]=3[S:18]([CH3:21])(=[O:20])=[O:19])=[N:9]2)=[CH:4][CH:3]=1.Cl.FC1C=C2C(C=C([C@@H](N)C)C(C3C=CC=CC=3S(C)(=O)=O)=N2)=CC=1.[NH2:57][C:58]1[C:63]([C:64]#[N:65])=[C:62](Cl)[N:61]=[CH:60][N:59]=1.CCN(C(C)C)C(C)C. The catalyst is CN(C=O)C. The product is [NH2:57][C:58]1[C:63]([C:64]#[N:65])=[C:62]([NH:24][C@H:22]([C:7]2[C:8]([C:12]3[CH:17]=[CH:16][CH:15]=[CH:14][C:13]=3[S:18]([CH3:21])(=[O:20])=[O:19])=[N:9][C:10]3[C:5]([CH:6]=2)=[CH:4][CH:3]=[C:2]([F:1])[CH:11]=3)[CH3:23])[N:61]=[CH:60][N:59]=1. The yield is 0.0510. (7) The reactants are Br[C:2]1[CH:7]=[C:6]([N+:8]([O-])=O)[CH:5]=[CH:4][C:3]=1[C:11]([CH3:16])([CH2:14][OH:15])[CH2:12][OH:13].C([O-])=O.[NH4+]. The catalyst is C(O)C.[Pd]. The product is [NH2:8][C:6]1[CH:5]=[CH:4][C:3]([C:11]([CH3:16])([CH2:14][OH:15])[CH2:12][OH:13])=[CH:2][CH:7]=1. The yield is 0.850.